Dataset: Full USPTO retrosynthesis dataset with 1.9M reactions from patents (1976-2016). Task: Predict the reactants needed to synthesize the given product. (1) Given the product [CH2:1]([O:3][C:4]([C:6]1[CH:11]=[C:10]([C:21]2[CH:20]=[C:19]([Cl:18])[CH:24]=[CH:23][C:22]=2[O:28][CH3:29])[CH:9]=[C:8]([C:13]([O:15][CH2:16][CH3:17])=[O:14])[N:7]=1)=[O:5])[CH3:2], predict the reactants needed to synthesize it. The reactants are: [CH2:1]([O:3][C:4]([C:6]1[CH:11]=[C:10](Cl)[CH:9]=[C:8]([C:13]([O:15][CH2:16][CH3:17])=[O:14])[N:7]=1)=[O:5])[CH3:2].[Cl:18][C:19]1[CH:20]=[CH:21][C:22]([O:28][CH3:29])=[C:23](B(O)O)[CH:24]=1.C(=O)([O-])[O-].[Na+].[Na+].C1(P(C2C=CC=CC=2)C2C=CC=CC=2)C=CC=CC=1. (2) The reactants are: [C:1]([O:4][C@H:5]1[CH2:10][CH2:9][C@H:8]2[C@H:11]3[C@H:20]([CH2:21][CH2:22][C@:6]12[CH3:7])[C@@H:19]1[C:14](=[CH:15][C:16](=[O:23])[CH2:17][CH2:18]1)[CH:13]=[CH:12]3)(=[O:3])[CH3:2].[Br-].[Li+].[S-][C:27]1C=CC=C[CH:28]=1.[Li+].[Cl-].[NH4+]. Given the product [C:1]([O:4][C@H:5]1[CH2:10][CH2:9][C@H:8]2[C@H:11]3[C@H:20]([CH2:21][CH2:22][C@:6]12[CH3:7])[C@@H:19]1[C:14](=[CH:15][C:16](=[O:23])[CH2:17][CH2:18]1)[CH2:13][C@H:12]3[CH:27]=[CH2:28])(=[O:3])[CH3:2], predict the reactants needed to synthesize it. (3) Given the product [Br:1][C:2]1[CH:10]=[CH:9][C:5]([C:6]([NH:26][CH2:25][CH2:24][F:23])=[O:8])=[CH:4][C:3]=1[O:11][CH3:12], predict the reactants needed to synthesize it. The reactants are: [Br:1][C:2]1[CH:10]=[CH:9][C:5]([C:6]([OH:8])=O)=[CH:4][C:3]=1[O:11][CH3:12].CCN(C(C)C)C(C)C.Cl.[F:23][CH2:24][CH2:25][NH2:26].CN(C(ON1N=NC2C=CC=NC1=2)=[N+](C)C)C.F[P-](F)(F)(F)(F)F.C(=O)(O)[O-].[Na+]. (4) Given the product [CH2:14]([CH:19]1[CH2:20][CH2:21][C:22]([C:4]2[CH:5]=[CH:6][CH:7]=[C:2]([F:1])[C:3]=2[F:8])([OH:25])[CH2:23][CH2:24]1)[CH2:15][CH2:16][CH2:17][CH3:18], predict the reactants needed to synthesize it. The reactants are: [F:1][C:2]1[CH:7]=[CH:6][CH:5]=[CH:4][C:3]=1[F:8].C([Li])(CC)C.[CH2:14]([CH:19]1[CH2:24][CH2:23][C:22](=[O:25])[CH2:21][CH2:20]1)[CH2:15][CH2:16][CH2:17][CH3:18].Cl.